From a dataset of Cav3 T-type calcium channel HTS with 100,875 compounds. Binary Classification. Given a drug SMILES string, predict its activity (active/inactive) in a high-throughput screening assay against a specified biological target. The molecule is Clc1cc2c(N(C(=O)C(N=C2c2ccccc2)C(CC)C)CC(=O)NCc2occc2)cc1. The result is 0 (inactive).